This data is from Forward reaction prediction with 1.9M reactions from USPTO patents (1976-2016). The task is: Predict the product of the given reaction. (1) Given the reactants [NH2:1][C:2]1[CH:7]=[CH:6][CH:5]=[CH:4][CH:3]=1.[H-].[Na+].[CH2:10]([O:12][C:13](=[O:29])[CH2:14][C@H:15]1[C:23]2[C:18](=[CH:19][C:20]([O:24][CH2:25][CH2:26][CH2:27]Br)=[CH:21][CH:22]=2)[CH2:17][CH2:16]1)[CH3:11].[NH4+].[Cl-], predict the reaction product. The product is: [NH:1]([CH2:27][CH2:26][CH2:25][O:24][C:20]1[CH:19]=[C:18]2[C:23](=[CH:22][CH:21]=1)[C@H:15]([CH2:14][C:13]([O:12][CH2:10][CH3:11])=[O:29])[CH2:16][CH2:17]2)[C:2]1[CH:7]=[CH:6][CH:5]=[CH:4][CH:3]=1. (2) Given the reactants Br[C:2]1[CH:7]=[CH:6][CH:5]=[CH:4][C:3]=1[C:8]1[N:12]([CH2:13][CH:14]2[CH2:19][CH2:18][CH:17]([CH3:20])[CH2:16][CH2:15]2)[C:11]2[CH:21]=[CH:22][CH:23]=[CH:24][C:10]=2[N:9]=1.[C:25]([C:27]1[CH:34]=[CH:33][C:30]([C:31]#[N:32])=[CH:29][CH:28]=1)#[CH:26], predict the reaction product. The product is: [CH3:20][CH:17]1[CH2:18][CH2:19][CH:14]([CH2:13][N:12]2[C:11]3[CH:21]=[CH:22][CH:23]=[CH:24][C:10]=3[N:9]=[C:8]2[C:3]2[CH:4]=[CH:5][CH:6]=[CH:7][C:2]=2[C:26]#[C:25][C:27]2[CH:34]=[CH:33][C:30]([C:31]#[N:32])=[CH:29][CH:28]=2)[CH2:15][CH2:16]1. (3) Given the reactants [C:1]([NH:18][C@@H:19]([C:24]([OH:26])=O)[CH2:20][CH2:21][S:22][CH3:23])([O:3][CH2:4][CH:5]1[C:17]2[C:12](=[CH:13][CH:14]=[CH:15][CH:16]=2)[C:11]2[C:6]1=[CH:7][CH:8]=[CH:9][CH:10]=2)=[O:2].N1C=CC=CC=1.N1C(F)=NC(F)=NC=1[F:35], predict the reaction product. The product is: [C:1]([NH:18][C@@H:19]([C:24]([F:35])=[O:26])[CH2:20][CH2:21][S:22][CH3:23])([O:3][CH2:4][CH:5]1[C:17]2[C:12](=[CH:13][CH:14]=[CH:15][CH:16]=2)[C:11]2[C:6]1=[CH:7][CH:8]=[CH:9][CH:10]=2)=[O:2].